Dataset: Full USPTO retrosynthesis dataset with 1.9M reactions from patents (1976-2016). Task: Predict the reactants needed to synthesize the given product. (1) The reactants are: Br[C:2]1[CH:3]=[C:4]([N:8]2[C:16]3[CH:15]=[CH:14][C:13]([CH3:17])=[CH:12][C:11]=3[C:10]3[CH2:18][N:19]([CH3:22])[CH2:20][CH2:21][C:9]2=3)[CH:5]=[CH:6][CH:7]=1.[CH3:23][C:24]1[CH:29]=[CH:28][C:27](B2OC(C)(C)C(C)(C)O2)=[CH:26][N:25]=1.C([O-])([O-])=O.[K+].[K+]. Given the product [CH3:22][N:19]1[CH2:20][CH2:21][C:9]2[N:8]([C:4]3[CH:5]=[CH:6][CH:7]=[C:2]([C:27]4[CH:26]=[N:25][C:24]([CH3:23])=[CH:29][CH:28]=4)[CH:3]=3)[C:16]3[CH:15]=[CH:14][C:13]([CH3:17])=[CH:12][C:11]=3[C:10]=2[CH2:18]1, predict the reactants needed to synthesize it. (2) Given the product [Cl:15][C:16]1[CH:17]=[C:18]([CH:39]=[CH:40][C:41]=1[F:42])[NH:19][C:20]1[C:29]2[C:24](=[CH:25][C:26]([O:37][CH3:38])=[CH:27][C:28]=2[O:30][CH:31]2[CH2:32][CH2:33][N:34]([CH2:43][CH2:44][CH3:45])[CH2:35][CH2:36]2)[N:23]=[CH:22][N:21]=1, predict the reactants needed to synthesize it. The reactants are: C(O[BH-](OC(=O)C)OC(=O)C)(=O)C.[Na+].[Cl:15][C:16]1[CH:17]=[C:18]([CH:39]=[CH:40][C:41]=1[F:42])[NH:19][C:20]1[C:29]2[C:24](=[CH:25][C:26]([O:37][CH3:38])=[CH:27][C:28]=2[O:30][CH:31]2[CH2:36][CH2:35][NH:34][CH2:33][CH2:32]2)[N:23]=[CH:22][N:21]=1.[CH:43](=O)[CH2:44][CH3:45].C(O)(=O)C.